Dataset: Forward reaction prediction with 1.9M reactions from USPTO patents (1976-2016). Task: Predict the product of the given reaction. (1) Given the reactants C(O[C:4]([C:6]1[N:7]=[C:8]([C:26]#[N:27])[C:9]2[C:14]([C:15]=1[OH:16])=[CH:13][CH:12]=[C:11]([O:17][C:18]1[CH:23]=[C:22]([F:24])[CH:21]=[CH:20][C:19]=1[Cl:25])[CH:10]=2)=[O:5])C.[C:28]([O:32][C:33](=[O:39])[C:34]([CH3:38])([CH3:37])[CH2:35][NH2:36])([CH3:31])([CH3:30])[CH3:29], predict the reaction product. The product is: [C:28]([O:32][C:33](=[O:39])[C:34]([CH3:38])([CH3:37])[CH2:35][NH:36][C:4]([C:6]1[N:7]=[C:8]([C:26]#[N:27])[C:9]2[C:14]([C:15]=1[OH:16])=[CH:13][CH:12]=[C:11]([O:17][C:18]1[CH:23]=[C:22]([F:24])[CH:21]=[CH:20][C:19]=1[Cl:25])[CH:10]=2)=[O:5])([CH3:31])([CH3:29])[CH3:30]. (2) Given the reactants [CH3:1][O:2][C:3]([C:5]1[N:6]([S:15]([C:18]2[CH:23]=[CH:22][C:21]([CH3:24])=[CH:20][CH:19]=2)(=[O:17])=[O:16])[C:7]2[C:12]([CH:13]=1)=[CH:11][CH:10]=[C:9](Br)[CH:8]=2)=[O:4].[CH3:25][C:26](P(C(C)(C)C)C1C=CC=CC=1)([CH3:28])C.C(=O)([O-])[O-].[Cs+].[Cs+].C1(C)C=CC=CC=1, predict the reaction product. The product is: [CH3:1][O:2][C:3]([C:5]1[N:6]([S:15]([C:18]2[CH:23]=[CH:22][C:21]([CH3:24])=[CH:20][CH:19]=2)(=[O:17])=[O:16])[C:7]2[C:12]([CH:13]=1)=[CH:11][CH:10]=[C:9]([CH:28]1[CH2:26][CH2:25]1)[CH:8]=2)=[O:4]. (3) Given the reactants [CH3:1][C:2]1[N:7]=[C:6]2[CH:8]=[C:9]([Si:11]([CH3:14])([CH3:13])[CH3:12])[O:10][C:5]2=[CH:4][CH:3]=1.[Se](=O)=[O:16], predict the reaction product. The product is: [CH3:14][Si:11]([CH3:13])([CH3:12])[C:9]1[O:10][C:5]2[C:6](=[N:7][C:2]([CH:1]=[O:16])=[CH:3][CH:4]=2)[CH:8]=1.